Task: Binary Classification. Given a T-cell receptor sequence (or CDR3 region) and an epitope sequence, predict whether binding occurs between them.. Dataset: TCR-epitope binding with 47,182 pairs between 192 epitopes and 23,139 TCRs (1) The epitope is LLFNKVTLA. The TCR CDR3 sequence is CASSQAFEGETQYF. Result: 1 (the TCR binds to the epitope). (2) The epitope is EEHVQIHTI. The TCR CDR3 sequence is CASSLGSNRDEQFF. Result: 1 (the TCR binds to the epitope). (3) The epitope is RLFRKSNLK. The TCR CDR3 sequence is CASSLSGHSNQPQHF. Result: 0 (the TCR does not bind to the epitope). (4) The epitope is NYSGVVTTVMF. The TCR CDR3 sequence is CASSERATYNEQFF. Result: 1 (the TCR binds to the epitope). (5) The epitope is FLASKIGRLV. The TCR CDR3 sequence is CASSSGGPRAEQFF. Result: 0 (the TCR does not bind to the epitope). (6) The epitope is YLDAYNMMI. The TCR CDR3 sequence is CASSLLDRVFSDTQYF. Result: 0 (the TCR does not bind to the epitope). (7) The epitope is HPVGEADYFEY. The TCR CDR3 sequence is CASSERGGNQPQHF. Result: 0 (the TCR does not bind to the epitope). (8) The epitope is KAYNVTQAF. The TCR CDR3 sequence is CASSLGGAYGYTF. Result: 1 (the TCR binds to the epitope). (9) The epitope is EILDITPCSF. The TCR CDR3 sequence is CASSFRTGTQETQYF. Result: 0 (the TCR does not bind to the epitope). (10) The epitope is NEGVKAAW. The TCR CDR3 sequence is CASSVEGLTGDYGYTF. Result: 0 (the TCR does not bind to the epitope).